This data is from NCI-60 drug combinations with 297,098 pairs across 59 cell lines. The task is: Regression. Given two drug SMILES strings and cell line genomic features, predict the synergy score measuring deviation from expected non-interaction effect. (1) Drug 1: C1=C(C(=O)NC(=O)N1)F. Drug 2: CC1=C(N=C(N=C1N)C(CC(=O)N)NCC(C(=O)N)N)C(=O)NC(C(C2=CN=CN2)OC3C(C(C(C(O3)CO)O)O)OC4C(C(C(C(O4)CO)O)OC(=O)N)O)C(=O)NC(C)C(C(C)C(=O)NC(C(C)O)C(=O)NCCC5=NC(=CS5)C6=NC(=CS6)C(=O)NCCC[S+](C)C)O. Cell line: HOP-62. Synergy scores: CSS=29.5, Synergy_ZIP=-10.8, Synergy_Bliss=-2.09, Synergy_Loewe=-2.68, Synergy_HSA=1.08. (2) Drug 1: CN1CCC(CC1)COC2=C(C=C3C(=C2)N=CN=C3NC4=C(C=C(C=C4)Br)F)OC. Drug 2: CCC(=C(C1=CC=CC=C1)C2=CC=C(C=C2)OCCN(C)C)C3=CC=CC=C3.C(C(=O)O)C(CC(=O)O)(C(=O)O)O. Cell line: SF-295. Synergy scores: CSS=0.510, Synergy_ZIP=-1.27, Synergy_Bliss=-0.695, Synergy_Loewe=0.356, Synergy_HSA=-0.0485.